Dataset: Catalyst prediction with 721,799 reactions and 888 catalyst types from USPTO. Task: Predict which catalyst facilitates the given reaction. Reactant: Cl.[Cl:2][C:3]1[CH:8]=[CH:7][CH:6]=[CH:5][C:4]=1[N:9]1[CH:13]([C:14]2[CH:19]=[CH:18][CH:17]=[C:16]([N:20]3[CH2:26][CH2:25][CH2:24][NH:23][CH2:22][CH2:21]3)[CH:15]=2)[CH2:12][C:11]([C:27]([F:33])([F:32])[C:28]([F:31])([F:30])[F:29])=[N:10]1.C(N(CC)CC)C.[CH3:41][S:42](Cl)(=[O:44])=[O:43]. Product: [Cl:2][C:3]1[CH:8]=[CH:7][CH:6]=[CH:5][C:4]=1[N:9]1[CH:13]([C:14]2[CH:19]=[CH:18][CH:17]=[C:16]([N:20]3[CH2:26][CH2:25][CH2:24][N:23]([S:42]([CH3:41])(=[O:44])=[O:43])[CH2:22][CH2:21]3)[CH:15]=2)[CH2:12][C:11]([C:27]([F:33])([F:32])[C:28]([F:30])([F:31])[F:29])=[N:10]1. The catalyst class is: 4.